From a dataset of Catalyst prediction with 721,799 reactions and 888 catalyst types from USPTO. Predict which catalyst facilitates the given reaction. Reactant: C([N:8]1[CH2:13][CH2:12][C:11]2[C:14]([OH:17])=[N:15][NH:16][C:10]=2[CH2:9]1)C1C=CC=CC=1. Product: [NH:16]1[C:10]2[CH2:9][NH:8][CH2:13][CH2:12][C:11]=2[C:14]([OH:17])=[N:15]1. The catalyst class is: 43.